From a dataset of Reaction yield outcomes from USPTO patents with 853,638 reactions. Predict the reaction yield, written as a fraction of the theoretical maximum amount of product (1.0 means a 100% yield; for example, 0.34 means a 34% yield). The reactants are [CH:1]1([N:6]2[C:15]3[N:14]=[C:13]([NH:16][CH:17]4[CH2:21][C:20]5=[C:22]([C:26]([OH:28])=O)[CH:23]=[CH:24]C=C5O4)[N:12]=[CH:11][C:10]=3[N:9]([CH3:29])[C:8](=[O:30])[C@H:7]2[CH2:31][CH3:32])[CH2:5][CH2:4][CH2:3][CH2:2]1.F[B-](F)(F)F.N1([O:47][C:48](N(C)C)=[N+](C)C)C2C=CC=CC=2N=N1.[CH:55](N(C(C)C)CC)(C)C.[CH3:64][O:65][C@H:66]([CH2:69][N:70]1[CH2:75][CH2:74][N:73]([CH3:76])[CH2:72][CH2:71]1)[CH2:67][NH2:68].C(=O)([O-])[O-].[Na+].[Na+]. The catalyst is ClCCl. The product is [CH:1]1([N:6]2[C:15]3[N:14]=[C:13]([NH:16][C:17]4[CH:24]=[CH:23][C:22]([C:26]([NH:68][CH2:67][C@H:66]([O:65][CH3:64])[CH2:69][N:70]5[CH2:71][CH2:72][N:73]([CH3:76])[CH2:74][CH2:75]5)=[O:28])=[C:20]5[C:21]=4[O:47][CH2:48][CH2:55]5)[N:12]=[CH:11][C:10]=3[N:9]([CH3:29])[C:8](=[O:30])[C@H:7]2[CH2:31][CH3:32])[CH2:5][CH2:4][CH2:3][CH2:2]1. The yield is 0.300.